From a dataset of Reaction yield outcomes from USPTO patents with 853,638 reactions. Predict the reaction yield, written as a fraction of the theoretical maximum amount of product (1.0 means a 100% yield; for example, 0.34 means a 34% yield). (1) The reactants are Br[C:2]1[C:6]([C:7]#[N:8])=[C:5]([C:9]2[CH2:10][CH2:11][O:12][CH2:13][CH:14]=2)[S:4][C:3]=1[C:15]([O:17][CH2:18][CH3:19])=[O:16].C1(C)C=CC=CC=1.[Cl-].[Cl:28][C:29]1[CH:36]=[CH:35][C:32]([CH2:33][Zn+])=[CH:31][CH:30]=1.O1CCCC1. The catalyst is CCOC(C)=O.[NH4+].[Cl-].C(Cl)Cl.CC(C)([P](C(C)(C)C)([Pd][P](C(C)(C)C)(C(C)(C)C)C(C)(C)C)C(C)(C)C)C. The product is [Cl:28][C:29]1[CH:36]=[CH:35][C:32]([CH2:33][C:2]2[C:6]([C:7]#[N:8])=[C:5]([C:9]3[CH2:10][CH2:11][O:12][CH2:13][CH:14]=3)[S:4][C:3]=2[C:15]([O:17][CH2:18][CH3:19])=[O:16])=[CH:31][CH:30]=1. The yield is 0.436. (2) The reactants are [C:1]([C:3](=[C:6]1[CH2:11][CH2:10][N:9]([C:12]2[CH:17]=[CH:16][C:15]([N:18]3[CH2:22][C@H:21]([CH2:23][NH:24][C:25](=[O:27])[CH3:26])[O:20][C:19]3=[O:28])=[CH:14][CH:13]=2)[CH2:8][CH2:7]1)[C:4]#[N:5])#[N:2].[I-].[CH3:30][S+](C)(C)=O.CC(C)([O-])C.[K+]. The catalyst is CS(C)=O. The product is [C:1]([C:3]1([C:4]#[N:5])[C:6]2([CH2:11][CH2:10][N:9]([C:12]3[CH:13]=[CH:14][C:15]([N:18]4[CH2:22][C@H:21]([CH2:23][NH:24][C:25](=[O:27])[CH3:26])[O:20][C:19]4=[O:28])=[CH:16][CH:17]=3)[CH2:8][CH2:7]2)[CH2:30]1)#[N:2]. The yield is 0.520. (3) The reactants are [Br:1][C:2]1[CH:10]=[C:9]2[C:5]([CH2:6][CH2:7][C:8]2=[CH2:11])=[CH:4][CH:3]=1. The catalyst is C(OCC)(=O)C.[Pd]. The product is [Br:1][C:2]1[CH:10]=[C:9]2[C:5]([CH2:6][CH2:7][CH:8]2[CH3:11])=[CH:4][CH:3]=1. The yield is 0.627. (4) The reactants are [N+:1]([C:4]1[CH:19]=[CH:18][C:7]([CH2:8][C:9]2[C:17]3[C:12](=[CH:13][CH:14]=[CH:15][CH:16]=3)[NH:11][N:10]=2)=[CH:6][CH:5]=1)([O-:3])=[O:2].Br[CH2:21][C:22]([O:24][CH2:25][CH3:26])=[O:23].C(=O)([O-])[O-].[Cs+].[Cs+]. The catalyst is CN(C=O)C. The product is [N+:1]([C:4]1[CH:5]=[CH:6][C:7]([CH2:8][C:9]2[C:17]3[C:12](=[CH:13][CH:14]=[CH:15][CH:16]=3)[N:11]([CH2:21][C:22]([O:24][CH2:25][CH3:26])=[O:23])[N:10]=2)=[CH:18][CH:19]=1)([O-:3])=[O:2]. The yield is 0.485.